This data is from Catalyst prediction with 721,799 reactions and 888 catalyst types from USPTO. The task is: Predict which catalyst facilitates the given reaction. (1) Product: [CH3:41][O:40][C:38](=[O:39])[C:37]1[CH:36]=[CH:35][C:34]([NH:33][C:14](=[O:15])[CH2:13][N:11]2[CH2:12][C@H:8]([C:4]3[CH:5]=[CH:6][CH:7]=[C:2]([Cl:1])[C:3]=3[F:32])[C@:9]([C:24]3[CH:29]=[CH:28][C:27]([Cl:30])=[CH:26][C:25]=3[F:31])([C:22]#[N:23])[C@@H:10]2[CH2:17][C:18]([CH3:20])([CH3:19])[CH3:21])=[CH:43][CH:42]=1. The catalyst class is: 2. Reactant: [Cl:1][C:2]1[C:3]([F:32])=[C:4]([C@H:8]2[CH2:12][N:11]([CH2:13][C:14](O)=[O:15])[C@@H:10]([CH2:17][C:18]([CH3:21])([CH3:20])[CH3:19])[C@@:9]2([C:24]2[CH:29]=[CH:28][C:27]([Cl:30])=[CH:26][C:25]=2[F:31])[C:22]#[N:23])[CH:5]=[CH:6][CH:7]=1.[NH2:33][C:34]1[CH:43]=[CH:42][C:37]([C:38]([O:40][CH3:41])=[O:39])=[CH:36][CH:35]=1.CN(C(ON1N=NC2C=CC=NC1=2)=[N+](C)C)C.F[P-](F)(F)(F)(F)F.CCN(C(C)C)C(C)C. (2) Reactant: [OH:1]O.[OH-].[Na+].[CH2:5]([S:7]([N:10]1[CH2:15][CH2:14][CH:13]([C:16]2[C:24]3[C:19](=[C:20]([C:34]([NH2:36])=[O:35])[CH:21]=[C:22](B4OC(C)(C)C(C)(C)O4)[CH:23]=3)[NH:18][CH:17]=2)[CH2:12][CH2:11]1)(=[O:9])=[O:8])[CH3:6]. Product: [CH2:5]([S:7]([N:10]1[CH2:15][CH2:14][CH:13]([C:16]2[C:24]3[C:19](=[C:20]([C:34]([NH2:36])=[O:35])[CH:21]=[C:22]([OH:1])[CH:23]=3)[NH:18][CH:17]=2)[CH2:12][CH2:11]1)(=[O:9])=[O:8])[CH3:6]. The catalyst class is: 57. (3) Reactant: [Br:1][C:2]1[S:6][C:5]([NH:7][C:8](=O)OC(C)(C)C)=[N:4][CH:3]=1.C([O-])([O-])=O.[Cs+].[Cs+].[F:21][C:22]([F:43])([F:42])[C:23]1[N:24]=[CH:25][N:26]([CH2:28][C@H:29]2COS(=O)[N:30]2[C:35]([O:37][C:38]([CH3:41])([CH3:40])[CH3:39])=[O:36])[CH:27]=1. Product: [Br:1][C:2]1[S:6][C:5]([NH:7][CH2:8][C@@H:29]([NH:30][C:35](=[O:36])[O:37][C:38]([CH3:40])([CH3:39])[CH3:41])[CH2:28][N:26]2[CH:27]=[C:23]([C:22]([F:42])([F:21])[F:43])[N:24]=[CH:25]2)=[N:4][CH:3]=1. The catalyst class is: 3. (4) Reactant: C[O:2][C:3]1[CH:4]=[C:5]([C:9]2[NH:18][C:17](=[O:19])[C:16]3[C:11](=[CH:12][CH:13]=[CH:14][CH:15]=3)[N:10]=2)[CH:6]=[CH:7][CH:8]=1.B(Br)(Br)Br. Product: [OH:2][C:3]1[CH:4]=[C:5]([C:9]2[NH:18][C:17](=[O:19])[C:16]3[C:11](=[CH:12][CH:13]=[CH:14][CH:15]=3)[N:10]=2)[CH:6]=[CH:7][CH:8]=1. The catalyst class is: 2. (5) Reactant: Cl.[CH3:2][C:3]([O:5][C:6]([CH3:8])=[O:7])=O.[CH3:9][O:10][C:11]1[C:12](=[O:20])[C:13]([O:18][CH3:19])=[CH:14]C(=O)C=1.[CH3:21][CH2:22][O:23]CC. Product: [C:6]([O:5][C:3]1[CH:14]=[C:13]([O:18][CH3:19])[C:12]([O:20][C:22](=[O:23])[CH3:21])=[C:11]([O:10][CH3:9])[CH:2]=1)(=[O:7])[CH3:8]. The catalyst class is: 401. (6) Product: [NH4+:5].[OH-:4].[CH3:21][OH:22].[F:18][C:15]([F:16])([F:17])[C:9]1[CH:8]=[C:7]2[C:12]([CH2:13][CH2:14][NH:5][CH2:6]2)=[CH:11][CH:10]=1. Reactant: FC(F)(F)C([N:5]1[CH2:14][CH2:13][C:12]2[C:7](=[CH:8][C:9]([C:15]([F:18])([F:17])[F:16])=[CH:10][CH:11]=2)[CH2:6]1)=[O:4].[C:21](=O)([O-])[O-:22].[K+].[K+]. The catalyst class is: 40. (7) Reactant: [CH2:1]([N:8]1[C:17]2[C:12](=[CH:13][CH:14]=[CH:15][CH:16]=2)[CH2:11][NH:10][C:9]1=[O:18])[C:2]1[CH:7]=[CH:6][CH:5]=[CH:4][CH:3]=1.[H-].[Na+].[F:21][C:22]1[CH:23]=[CH:24][C:25]2[N:26]([CH2:36][C:37]3([CH3:40])[CH2:39][O:38]3)[C:27]3[C:32]([C:33]=2[CH:34]=1)=[CH:31][C:30]([F:35])=[CH:29][CH:28]=3.[Cl-].[NH4+]. Product: [CH2:1]([N:8]1[C:17]2[C:12](=[CH:13][CH:14]=[CH:15][CH:16]=2)[CH2:11][N:10]([CH2:40][C:37]([OH:38])([CH3:39])[CH2:36][N:26]2[C:27]3[CH:28]=[CH:29][C:30]([F:35])=[CH:31][C:32]=3[C:33]3[C:25]2=[CH:24][CH:23]=[C:22]([F:21])[CH:34]=3)[C:9]1=[O:18])[C:2]1[CH:3]=[CH:4][CH:5]=[CH:6][CH:7]=1. The catalyst class is: 9.